Dataset: Reaction yield outcomes from USPTO patents with 853,638 reactions. Task: Predict the reaction yield, written as a fraction of the theoretical maximum amount of product (1.0 means a 100% yield; for example, 0.34 means a 34% yield). (1) The reactants are Br[C:2]1[CH:9]=[C:8]([N:10]2[C:18]3[CH2:17][C:16]([CH3:20])([CH3:19])[CH2:15][C:14](=[O:21])[C:13]=3[C:12]([C:22]([F:25])([F:24])[F:23])=[N:11]2)[CH:7]=[CH:6][C:3]=1[C:4]#[N:5].[CH3:26][N:27]([CH3:40])[CH2:28][CH2:29][O:30][C:31]1[CH:32]=[C:33]([NH2:39])[CH:34]=[CH:35][C:36]=1[O:37][CH3:38].CC([O-:45])(C)C.[Na+].[OH-].[Na+].OO. The catalyst is C1(C)C=CC=CC=1.CC([O-])=O.CC([O-])=O.[Pd+2].C1C=CC(P(C2C=CC=CC=2)[C-]2C=CC=C2)=CC=1.C1C=CC(P(C2C=CC=CC=2)[C-]2C=CC=C2)=CC=1.[Fe+2]. The product is [CH3:40][N:27]([CH3:26])[CH2:28][CH2:29][O:30][C:31]1[CH:32]=[C:33]([NH:39][C:2]2[CH:9]=[C:8]([N:10]3[C:18]4[CH2:17][C:16]([CH3:20])([CH3:19])[CH2:15][C:14](=[O:21])[C:13]=4[C:12]([C:22]([F:25])([F:24])[F:23])=[N:11]3)[CH:7]=[CH:6][C:3]=2[C:4]([NH2:5])=[O:45])[CH:34]=[CH:35][C:36]=1[O:37][CH3:38]. The yield is 0.710. (2) The reactants are [CH2:1]([O:8][C:9]([NH:11][C:12](=O)[C@H:13]([CH2:15][C:16]1[CH:21]=[CH:20][CH:19]=[CH:18]C=1)N)=[O:10])[C:2]1[CH:7]=[CH:6][CH:5]=[CH:4][CH:3]=1.[CH3:23][N:24](C=O)C.N1C(Cl)=NC(Cl)=NC=1Cl. The catalyst is O. The product is [C:23]([CH:12]([NH:11][C:9](=[O:10])[O:8][CH2:1][C:2]1[CH:3]=[CH:4][CH:5]=[CH:6][CH:7]=1)[CH2:13][C:15]1[CH:16]=[CH:21][CH:20]=[CH:19][CH:18]=1)#[N:24]. The yield is 0.980. (3) The reactants are [O:1]([C:5]1[CH:13]=[CH:12][C:8]([C:9](O)=[O:10])=[CH:7][CH:6]=1)C(C)C.[I:14]C(C)C.CCN(C(C)C)C(C)C.CN([CH:30]=[O:31])C. No catalyst specified. The product is [OH:1][C:5]1[CH:13]=[CH:12][C:8]([C:9]([O:31][CH3:30])=[O:10])=[CH:7][C:6]=1[I:14]. The yield is 0.200. (4) The reactants are C(O)(=O)C.C[Si](N[Si](C)(C)C)(C)C.[I:14][C:15]1[S:19][C:18]([C:20](=O)[CH3:21])=[CH:17][C:16]=1[CH3:23].[C:24]([CH2:26][C:27]([O:29][CH2:30][CH3:31])=[O:28])#[N:25]. The catalyst is CCOC(C)=O. The product is [CH2:30]([O:29][C:27](=[O:28])[C:26]([C:24]#[N:25])=[C:20]([C:18]1[S:19][C:15]([I:14])=[C:16]([CH3:23])[CH:17]=1)[CH3:21])[CH3:31]. The yield is 0.580. (5) The reactants are [CH3:1][O:2][C:3](=[O:14])[C:4]1[CH:9]=[C:8]([C:10]#[N:11])[C:7](O)=[N:6][C:5]=1[CH3:13].P(Cl)(Cl)(Cl)(Cl)[Cl:16]. The catalyst is O=P(Cl)(Cl)Cl. The product is [Cl:16][C:7]1[C:8]([C:10]#[N:11])=[CH:9][C:4]([C:3]([O:2][CH3:1])=[O:14])=[C:5]([CH3:13])[N:6]=1. The yield is 0.680. (6) The reactants are [C:1]([Cu])#[N:2].Br[C:5]1[CH:6]=[C:7]2[C:11](=[CH:12][CH:13]=1)[NH:10][CH:9]=[CH:8]2. The catalyst is CN1CCCC1=O. The product is [NH:10]1[C:11]2[C:7](=[CH:6][C:5]([C:1]#[N:2])=[CH:13][CH:12]=2)[CH:8]=[CH:9]1. The yield is 0.820. (7) The reactants are C([O:3][C:4]([C:6]1[N:7]([CH3:19])[N:8]=[N:9][C:10]=1[C:11]1[CH:16]=[CH:15][C:14]([Br:17])=[CH:13][C:12]=1[F:18])=[O:5])C.[Li+].[OH-]. The catalyst is O1CCCC1. The product is [Br:17][C:14]1[CH:15]=[CH:16][C:11]([C:10]2[N:9]=[N:8][N:7]([CH3:19])[C:6]=2[C:4]([OH:5])=[O:3])=[C:12]([F:18])[CH:13]=1. The yield is 1.00. (8) The catalyst is CN(C=O)C. The reactants are [CH:1]1([CH2:4][N:5]([CH3:22])[CH2:6][CH2:7][N:8]2[CH:12]=[C:11]([C:13]3[CH:18]=[C:17]([C:19]([OH:21])=O)[CH:16]=[CH:15][N:14]=3)[N:10]=[CH:9]2)[CH2:3][CH2:2]1.[N:23]#[C:24][NH2:25].CN(C(ON1N=NC2C=CC=NC1=2)=[N+](C)C)C.F[P-](F)(F)(F)(F)F. The product is [C:24]([NH:25][C:19]([C:17]1[CH:16]=[CH:15][N:14]=[C:13]([C:11]2[N:10]=[CH:9][N:8]([CH2:7][CH2:6][N:5]([CH2:4][CH:1]3[CH2:2][CH2:3]3)[CH3:22])[CH:12]=2)[CH:18]=1)=[O:21])#[N:23]. The yield is 0.600. (9) The reactants are [CH:1](=[O:6])[C:2]([CH3:5])([CH3:4])[CH3:3].[N+:7]([CH3:10])([O-:9])=[O:8].[OH-].[Na+]. The product is [CH3:3][C:2]([CH3:5])([CH3:4])[CH:1]([OH:6])[CH2:10][N+:7]([O-:9])=[O:8]. The catalyst is CO. The yield is 0.820. (10) The reactants are C(OC)(OC)OC.[Br:8][C:9]1[CH:10]=[C:11]([C:17]2[CH:22]=[CH:21][CH:20]=[CH:19][CH:18]=2)[C:12]([NH:15][NH2:16])=[N:13][CH:14]=1.[C:23](O)(C(F)(F)F)=O. The catalyst is C(Cl)Cl. The product is [Br:8][C:9]1[CH:10]=[C:11]([C:17]2[CH:22]=[CH:21][CH:20]=[CH:19][CH:18]=2)[C:12]2[N:13]([CH:23]=[N:16][N:15]=2)[CH:14]=1. The yield is 0.850.